The task is: Predict which catalyst facilitates the given reaction.. This data is from Catalyst prediction with 721,799 reactions and 888 catalyst types from USPTO. (1) Reactant: [C:1](Cl)(Cl)=[O:2].[NH2:5][C:6]1[CH:10]=[C:9]([C:11]([CH3:14])([CH3:13])[CH3:12])[O:8][C:7]=1[C:15]([O:17][CH3:18])=[O:16].N1C=CC=CC=1.[NH2:25][C:26]1[CH:31]=[CH:30][C:29]([CH3:32])=[CH:28][CH:27]=1. Product: [C:15]([C:7]1[O:8][C:9]([C:11]([CH3:14])([CH3:12])[CH3:13])=[CH:10][C:6]=1[NH:5][C:1]([NH:25][C:26]1[CH:31]=[CH:30][C:29]([CH3:32])=[CH:28][CH:27]=1)=[O:2])([O:17][CH3:18])=[O:16]. The catalyst class is: 260. (2) Reactant: O([C:3]1[CH:4]=[CH:5][C:6]2[N:10]=[N:9][N:8]([CH2:11][CH2:12][CH2:13][CH2:14]Cl)[C:7]=2[CH:16]=1)C.[F:17][C:18]([F:32])([F:31])[C:19]1[CH:20]=[C:21]([CH:25]2[CH2:30][CH2:29]CN[CH2:26]2)[CH:22]=[CH:23][CH:24]=1.[CH:33]([N:36](C(C)C)CC)(C)C.[I-].[K+]. Product: [N:8]1([CH2:11][CH2:12][CH2:13][CH2:14][N:36]2[CH2:33][CH2:26][CH:25]([C:21]3[CH:22]=[CH:23][CH:24]=[C:19]([C:18]([F:17])([F:31])[F:32])[CH:20]=3)[CH2:30][CH2:29]2)[C:7]2[CH:16]=[CH:3][CH:4]=[CH:5][C:6]=2[N:10]=[N:9]1. The catalyst class is: 10. (3) Reactant: [NH2:1][C:2]1[CH:3]=[CH:4][C:5]2[CH2:9][O:8][B:7]([OH:10])[C:6]=2[CH:11]=1.CN1CCOCC1.[CH3:19][S:20]([CH2:22][CH2:23][C:24]1[CH:29]=[C:28]([NH:30][C:31](=[O:36])[C:32]([F:35])([F:34])[F:33])[CH:27]=[CH:26][C:25]=1[S:37](Cl)(=[O:39])=[O:38])=[O:21]. Product: [F:34][C:32]([F:33])([F:35])[C:31]([NH:30][C:28]1[CH:27]=[CH:26][C:25]([S:37](=[O:38])(=[O:39])[NH:1][C:2]2[CH:3]=[CH:4][C:5]3[CH2:9][O:8][B:7]([OH:10])[C:6]=3[CH:11]=2)=[C:24]([CH2:23][CH2:22][S:20]([CH3:19])=[O:21])[CH:29]=1)=[O:36]. The catalyst class is: 23. (4) Product: [ClH:70].[CH2:1]([C:3]1[C:13]([CH2:14][C:15]2[CH:16]=[CH:17][C:18]([O:21][CH2:35][CH:32]3[CH2:33][CH2:34][NH:29][CH2:30][CH2:31]3)=[CH:19][CH:20]=2)=[C:6]2[N:7]=[C:8]([CH3:12])[CH:9]=[C:10]([CH3:11])[N:5]2[N:4]=1)[CH3:2]. The catalyst class is: 413. Reactant: [CH2:1]([C:3]1[C:13]([CH2:14][C:15]2[CH:20]=[CH:19][C:18]([OH:21])=[CH:17][CH:16]=2)=[C:6]2[N:7]=[C:8]([CH3:12])[CH:9]=[C:10]([CH3:11])[N:5]2[N:4]=1)[CH3:2].C([N:29]1[CH2:34][CH2:33][CH:32]([CH2:35]O)[CH2:31][CH2:30]1)(OC(C)(C)C)=O.C1(P(C2C=CC=CC=2)C2C=CC=CC=2)C=CC=CC=1.CC(OC(/N=N/C(OC(C)C)=O)=O)C.[Cl:70]CCl. (5) Reactant: [CH2:1]([C:3]1([CH2:21][OH:22])[CH2:8][O:7][C:6]2([CH2:13][C:12]([CH2:15][CH3:16])([CH3:14])[NH:11][C:10]([CH2:18][CH3:19])([CH3:17])[CH:9]2[CH3:20])[O:5][CH2:4]1)[CH3:2].[C:23](Cl)(=[O:41])[CH2:24][CH2:25][CH2:26][CH2:27][CH2:28][CH2:29][CH2:30][CH2:31][CH2:32][CH2:33][CH2:34][CH2:35][CH2:36][CH2:37][CH2:38][CH2:39][CH3:40]. Product: [C:23]([O:22][CH2:21][C:3]1([CH2:1][CH3:2])[CH2:4][O:5][C:6]2([CH2:13][C:12]([CH2:15][CH3:16])([CH3:14])[N:11]([O:7][C:6](=[O:5])[CH3:9])[C:10]([CH2:18][CH3:19])([CH3:17])[CH:9]2[CH3:20])[O:7][CH2:8]1)(=[O:41])[CH2:24][CH2:25][CH2:26][CH2:27][CH2:28][CH2:29][CH2:30][CH2:31][CH2:32][CH2:33][CH2:34][CH2:35][CH2:36][CH2:37][CH2:38][CH2:39][CH3:40]. The catalyst class is: 228. (6) Reactant: [F:1][CH:2]([F:17])[O:3][C:4]1[CH:11]=[CH:10][C:7]([CH:8]=[O:9])=[CH:6][C:5]=1[CH:12]1[O:16][CH2:15][CH2:14][O:13]1.[BH4-].[Na+]. Product: [F:17][CH:2]([F:1])[O:3][C:4]1[CH:11]=[CH:10][C:7]([CH2:8][OH:9])=[CH:6][C:5]=1[CH:12]1[O:13][CH2:14][CH2:15][O:16]1. The catalyst class is: 5. (7) Reactant: [C:1]1(=[O:30])[N:5]([CH2:6][CH2:7][C:8]2[C:9](=[O:24])[NH:10][C:11](=[O:23])[N:12]([C@@H:14]3[O:22][CH2:21][C@@H:19]([OH:20])[C@@H:17]([OH:18])[C@H:15]3[OH:16])[CH:13]=2)[C:4](=[O:25])[C:3]2=[CH:26][CH:27]=[CH:28][CH:29]=[C:2]12.[C:31](Cl)(=[O:38])[C:32]1[CH:37]=[CH:36][CH:35]=[CH:34][CH:33]=1.[Cl-].[NH4+]. Product: [C:31]([O:16][C@@H:15]1[C@H:17]([OH:18])[C@H:19]([OH:20])[CH2:21][O:22][C@H:14]1[N:12]1[CH:13]=[C:8]([CH2:7][CH2:6][N:5]2[C:4](=[O:25])[C:3]3=[CH:26][CH:27]=[CH:28][CH:29]=[C:2]3[C:1]2=[O:30])[C:9](=[O:24])[NH:10][C:11]1=[O:23])(=[O:38])[C:32]1[CH:37]=[CH:36][CH:35]=[CH:34][CH:33]=1. The catalyst class is: 529. (8) Product: [CH2:1]([N:8]1[CH2:13][CH2:12][C:11](=[O:14])[C:10]([CH3:16])([CH3:15])[CH2:9]1)[C:2]1[CH:3]=[CH:4][CH:5]=[CH:6][CH:7]=1. The catalyst class is: 1. Reactant: [CH2:1]([N:8]1[CH2:13][CH2:12][C:11](=[O:14])[CH:10]([CH3:15])[CH2:9]1)[C:2]1[CH:7]=[CH:6][CH:5]=[CH:4][CH:3]=1.[CH3:16]C([O-])(C)C.[Na+].CCCCCC.CCOC(C)=O. (9) Reactant: N/[C:2](/[CH3:6])=[CH:3]\[C:4]#[N:5].[CH:7]1([NH:10][NH2:11])[CH2:9][CH2:8]1.C(N(CC)CC)C. Product: [CH:7]1([N:10]2[C:4]([NH2:5])=[CH:3][C:2]([CH3:6])=[N:11]2)[CH2:9][CH2:8]1. The catalyst class is: 8.